From a dataset of Full USPTO retrosynthesis dataset with 1.9M reactions from patents (1976-2016). Predict the reactants needed to synthesize the given product. (1) Given the product [Cl:1][C:2]1[CH:3]=[C:4]([C:8]2[N:12]([C:13]3[CH:18]=[CH:17][CH:16]=[C:15]([C:19]([F:22])([F:21])[F:20])[CH:14]=3)[N:11]=[C:10]([C:23]([OH:25])=[O:24])[CH:9]=2)[CH:5]=[CH:6][CH:7]=1, predict the reactants needed to synthesize it. The reactants are: [Cl:1][C:2]1[CH:3]=[C:4]([C:8]2[N:12]([C:13]3[CH:18]=[CH:17][CH:16]=[C:15]([C:19]([F:22])([F:21])[F:20])[CH:14]=3)[N:11]=[C:10]([C:23]([O:25]CC)=[O:24])[CH:9]=2)[CH:5]=[CH:6][CH:7]=1.[OH-].[Li+]. (2) Given the product [Cl:1][C:2]1[CH:7]=[CH:6][C:5]([C:8]2[C:9]3[C:24]([CH3:25])=[C:23]([CH3:26])[S:22][C:10]=3[N:11]3[C:19]([CH3:20])=[N:18][N:17]=[C:12]3[C:13]([CH3:16])([CH3:15])[N:14]=2)=[CH:4][CH:3]=1, predict the reactants needed to synthesize it. The reactants are: [Cl:1][C:2]1[CH:7]=[CH:6][C:5]([C:8]2[C:9]3[C:24]([CH3:25])=[C:23]([CH3:26])[S:22][C:10]=3[NH:11]/[C:12](=[N:17]\[NH:18][C:19](=O)[CH3:20])/[C:13]([CH3:16])([CH3:15])[N:14]=2)=[CH:4][CH:3]=1.CC1C=CC(S(O)(=O)=O)=CC=1. (3) Given the product [CH3:29][O:28][C:25]1[CH:24]=[CH:23][C:22]([CH2:21][N:12]2[C@@H:11]([C@@H:10]([OH:9])[C@@H:6]([NH2:7])[CH2:5][C:4]3[CH:31]=[C:32]([F:34])[CH:33]=[C:2]([F:1])[CH:3]=3)[CH2:20][C:19]3[C:14](=[CH:15][CH:16]=[CH:17][CH:18]=3)[CH2:13]2)=[CH:27][CH:26]=1, predict the reactants needed to synthesize it. The reactants are: [F:1][C:2]1[CH:3]=[C:4]([CH:31]=[C:32]([F:34])[CH:33]=1)[CH2:5][C@H:6]1[C@@H:10]([C@H:11]2[CH2:20][C:19]3[C:14](=[CH:15][CH:16]=[CH:17][CH:18]=3)[CH2:13][N:12]2[CH2:21][C:22]2[CH:27]=[CH:26][C:25]([O:28][CH3:29])=[CH:24][CH:23]=2)[O:9]C(=O)[NH:7]1.[Li+].[OH-]. (4) Given the product [F:35][C:7]1[CH:6]=[C:5]([CH:10]=[CH:9][C:8]=1[NH:11][C:12]1[C:13]([F:34])=[C:14]([N:18]2[CH2:23][CH2:22][CH:21]([C:24]3[O:33][N:32]=[C:27]([C:28]([F:31])([CH3:30])[CH3:29])[N:26]=3)[CH2:20][CH2:19]2)[N:15]=[CH:16][N:17]=1)[C:3]([N:2]([CH3:36])[CH3:1])=[O:4], predict the reactants needed to synthesize it. The reactants are: [CH3:1][N:2]([CH3:36])[C:3]([C:5]1[CH:10]=[CH:9][C:8]([NH:11][C:12]2[N:17]=[CH:16][N:15]=[C:14]([N:18]3[CH2:23][CH2:22][CH:21]([C:24]([NH:26]/[C:27](=[N:32]/[OH:33])/[C:28]([F:31])([CH3:30])[CH3:29])=O)[CH2:20][CH2:19]3)[C:13]=2[F:34])=[C:7]([F:35])[CH:6]=1)=[O:4].CC(N(C)C)=O. (5) Given the product [CH3:11][O:12][C:13]1[CH:14]=[CH:15][C:16]([O:21][CH2:22][CH2:23][N:24]2[CH2:29][CH2:28][CH2:27][CH2:26][CH2:25]2)=[C:17]([CH:20]=1)[CH:18]=[C:3]1[C:4]2[C:9](=[CH:8][CH:7]=[CH:6][CH:5]=2)[NH:1][C:2]1=[O:10], predict the reactants needed to synthesize it. The reactants are: [NH:1]1[C:9]2[C:4](=[CH:5][CH:6]=[CH:7][CH:8]=2)[CH2:3][C:2]1=[O:10].[CH3:11][O:12][C:13]1[CH:14]=[CH:15][C:16]([O:21][CH2:22][CH2:23][N:24]2[CH2:29][CH2:28][CH2:27][CH2:26][CH2:25]2)=[C:17]([CH:20]=1)[CH:18]=O.N1CCCCC1. (6) Given the product [F:31][C:32]1[CH:33]=[C:34]([NH:39][C:40](=[O:63])[NH:41][C:42]2[CH:47]=[CH:46][C:45]([C:48]3[S:52][C:51]([CH:53]4[CH2:54][CH2:55][CH:56]([C:59]([OH:61])=[O:60])[CH2:57][CH2:58]4)=[N:50][CH:49]=3)=[CH:44][CH:43]=2)[CH:35]=[C:36]([F:38])[CH:37]=1, predict the reactants needed to synthesize it. The reactants are: FC(F)(F)C1C=C(NC(=O)NC2C=CC(C3SC(CCC(O)=O)=NC=3)=CC=2)C=CC=1.[F:31][C:32]1[CH:33]=[C:34]([NH:39][C:40](=[O:63])[NH:41][C:42]2[CH:47]=[CH:46][C:45]([C:48]3[S:52][C:51]([CH:53]4[CH2:58][CH2:57][CH:56]([C:59]([O:61]C)=[O:60])[CH2:55][CH2:54]4)=[N:50][CH:49]=3)=[CH:44][CH:43]=2)[CH:35]=[C:36]([F:38])[CH:37]=1. (7) Given the product [OH:25][C:19]1([C:15]2[CH:16]=[CH:17][CH:18]=[C:13]([O:12][CH3:11])[CH:14]=2)[CH2:24][CH2:23][CH2:22][N:21]([C:5]([C:4]2[CH:3]=[C:2]([CH3:1])[CH:10]=[CH:9][CH:8]=2)=[O:6])[CH2:20]1, predict the reactants needed to synthesize it. The reactants are: [CH3:1][C:2]1[CH:3]=[C:4]([CH:8]=[CH:9][CH:10]=1)[C:5](Cl)=[O:6].[CH3:11][O:12][C:13]1[CH:14]=[C:15]([C:19]2([OH:25])[CH2:24][CH2:23][CH2:22][NH:21][CH2:20]2)[CH:16]=[CH:17][CH:18]=1. (8) The reactants are: [NH2:1][C:2]1[CH:7]=[CH:6][C:5]([N:8]([CH2:16][CH2:17][N:18]2[CH:22]=[CH:21][CH:20]=[N:19]2)[C:9](=[O:15])[O:10][C:11]([CH3:14])([CH3:13])[CH3:12])=[CH:4][CH:3]=1.[CH3:23][N:24]([CH3:38])[C:25]1[CH:33]=[C:32]([C:34]([F:37])([F:36])[F:35])[CH:31]=[CH:30][C:26]=1[C:27](O)=[O:28].ON1C2C=CC=CC=2N=N1.Cl.CN(C)CCCN=C=NCC. Given the product [CH3:23][N:24]([CH3:38])[C:25]1[CH:33]=[C:32]([C:34]([F:35])([F:36])[F:37])[CH:31]=[CH:30][C:26]=1[C:27]([NH:1][C:2]1[CH:7]=[CH:6][C:5]([N:8]([CH2:16][CH2:17][N:18]2[CH:22]=[CH:21][CH:20]=[N:19]2)[C:9](=[O:15])[O:10][C:11]([CH3:14])([CH3:12])[CH3:13])=[CH:4][CH:3]=1)=[O:28], predict the reactants needed to synthesize it. (9) The reactants are: P(=O)(O)(O)O.[CH3:6][N:7]([CH3:34])[C:8]([C:10]1[C:22]([CH2:23][CH2:24][CH:25](O)[C:26]2[CH:31]=[CH:30][CH:29]=[CH:28][CH:27]=2)=[C:21]([OH:33])[C:13]2[N:14]=[C:15]([CH:18]3[CH2:20][CH2:19]3)[N:16]([CH3:17])[C:12]=2[CH:11]=1)=[O:9].[OH-].[Na+]. Given the product [CH3:34][N:7]([CH3:6])[C:8]([C:10]1[C:22]2[CH2:23][CH2:24][CH:25]([C:26]3[CH:27]=[CH:28][CH:29]=[CH:30][CH:31]=3)[O:33][C:21]=2[C:13]2[N:14]=[C:15]([CH:18]3[CH2:20][CH2:19]3)[N:16]([CH3:17])[C:12]=2[CH:11]=1)=[O:9], predict the reactants needed to synthesize it.